The task is: Predict the product of the given reaction.. This data is from Forward reaction prediction with 1.9M reactions from USPTO patents (1976-2016). (1) Given the reactants [C:1]([O:5][C:6]([NH:8][C:9]1[CH:22]=[CH:21][C:12]2[S:13][C:14]([C:16]([O:18]CC)=[O:17])=[CH:15][C:11]=2[CH:10]=1)=[O:7])([CH3:4])([CH3:3])[CH3:2].[OH-].[Na+], predict the reaction product. The product is: [C:1]([O:5][C:6]([NH:8][C:9]1[CH:22]=[CH:21][C:12]2[S:13][C:14]([C:16]([OH:18])=[O:17])=[CH:15][C:11]=2[CH:10]=1)=[O:7])([CH3:4])([CH3:2])[CH3:3]. (2) Given the reactants [CH2:1]([N:8]1[CH:13]=[C:12]([N+:14]([O-])=O)[C:11](=[O:17])[N:10]([CH2:18][C:19]([O:21][CH3:22])=[O:20])[C:9]1=[O:23])[C:2]1[CH:7]=[CH:6][CH:5]=[CH:4][CH:3]=1.[H][H], predict the reaction product. The product is: [NH2:14][C:12]1[C:11](=[O:17])[N:10]([CH2:18][C:19]([O:21][CH3:22])=[O:20])[C:9](=[O:23])[N:8]([CH2:1][C:2]2[CH:7]=[CH:6][CH:5]=[CH:4][CH:3]=2)[CH:13]=1.